From a dataset of Peptide-MHC class II binding affinity with 134,281 pairs from IEDB. Regression. Given a peptide amino acid sequence and an MHC pseudo amino acid sequence, predict their binding affinity value. This is MHC class II binding data. (1) The peptide sequence is HSRNLINELSERMAG. The MHC is HLA-DQA10501-DQB10301 with pseudo-sequence HLA-DQA10501-DQB10301. The binding affinity (normalized) is 0.162. (2) The peptide sequence is AGTNYNKTVASLMNA. The MHC is DRB1_1501 with pseudo-sequence DRB1_1501. The binding affinity (normalized) is 0.191.